From a dataset of Reaction yield outcomes from USPTO patents with 853,638 reactions. Predict the reaction yield, written as a fraction of the theoretical maximum amount of product (1.0 means a 100% yield; for example, 0.34 means a 34% yield). (1) The reactants are C[O:2][C:3]([C:5]1[CH:6]=[C:7]([CH:20]2[CH2:23][N:22]([C:24]([O:26][C:27]([CH3:30])([CH3:29])[CH3:28])=[O:25])[CH2:21]2)[CH:8]=[C:9]([N:12]([CH3:19])[CH:13]2[CH2:18][CH2:17][O:16][CH2:15][CH2:14]2)[C:10]=1[CH3:11])=[O:4].[OH-].[Na+]. The catalyst is C1COCC1.CO. The product is [C:27]([O:26][C:24]([N:22]1[CH2:23][CH:20]([C:7]2[CH:8]=[C:9]([N:12]([CH3:19])[CH:13]3[CH2:14][CH2:15][O:16][CH2:17][CH2:18]3)[C:10]([CH3:11])=[C:5]([CH:6]=2)[C:3]([OH:4])=[O:2])[CH2:21]1)=[O:25])([CH3:29])([CH3:30])[CH3:28]. The yield is 0.210. (2) The product is [CH3:11][O:10][C:3]1[CH:4]=[CH:5][C:6]([CH:8]=[O:9])=[N:7][C:2]=1[C:18]1[CH:19]=[CH:20][C:15]([S:13]([CH3:12])=[O:14])=[CH:16][CH:17]=1. The yield is 0.890. The catalyst is C1(C)C=CC=CC=1.C(O)C.O.C1C=CC([P]([Pd]([P](C2C=CC=CC=2)(C2C=CC=CC=2)C2C=CC=CC=2)([P](C2C=CC=CC=2)(C2C=CC=CC=2)C2C=CC=CC=2)[P](C2C=CC=CC=2)(C2C=CC=CC=2)C2C=CC=CC=2)(C2C=CC=CC=2)C2C=CC=CC=2)=CC=1. The reactants are Br[C:2]1[N:7]=[C:6]([CH:8]=[O:9])[CH:5]=[CH:4][C:3]=1[O:10][CH3:11].[CH3:12][S:13]([C:15]1[CH:20]=[CH:19][C:18](B(O)O)=[CH:17][CH:16]=1)=[O:14].C([O-])([O-])=O.[Na+].[Na+].